This data is from Catalyst prediction with 721,799 reactions and 888 catalyst types from USPTO. The task is: Predict which catalyst facilitates the given reaction. (1) Reactant: Br[C:2]1[CH:7]=[C:6]([CH2:8][N:9]2[C:17]3[C:12](=[C:13]([N+:18]([O-:20])=[O:19])[CH:14]=[CH:15][CH:16]=3)[CH:11]=[CH:10]2)[CH:5]=[CH:4][N:3]=1.[NH2:21][C:22]1[CH:27]=[N:26][CH:25]=[CH:24][N:23]=1.CC1(C)C2C(=C(P(C3C=CC=CC=3)C3C=CC=CC=3)C=CC=2)OC2C(P(C3C=CC=CC=3)C3C=CC=CC=3)=CC=CC1=2. Product: [N+:18]([C:13]1[CH:14]=[CH:15][CH:16]=[C:17]2[C:12]=1[CH:11]=[CH:10][N:9]2[CH2:8][C:6]1[CH:5]=[CH:4][N:3]=[C:2]([NH:21][C:22]2[CH:27]=[N:26][CH:25]=[CH:24][N:23]=2)[CH:7]=1)([O-:20])=[O:19]. The catalyst class is: 62. (2) Reactant: Cl[C:2]1[CH:7]=[C:6]([C:8]2[CH:13]=[CH:12][C:11]([C:14]([F:17])([F:16])[F:15])=[CH:10][CH:9]=2)[N:5]=[CH:4][N:3]=1.[CH3:18][O:19][C:20]1[CH:21]=[C:22]([OH:26])[CH:23]=[CH:24][CH:25]=1.[H-].[Na+]. Product: [CH3:18][O:19][C:20]1[CH:21]=[C:22]([CH:23]=[CH:24][CH:25]=1)[O:26][C:2]1[CH:7]=[C:6]([C:8]2[CH:13]=[CH:12][C:11]([C:14]([F:17])([F:16])[F:15])=[CH:10][CH:9]=2)[N:5]=[CH:4][N:3]=1. The catalyst class is: 3. (3) Reactant: [F:1][C:2]1[CH:7]=[C:6]([CH2:8][N:9]=[C:10]=[O:11])[CH:5]=[CH:4][C:3]=1[C:12]([F:15])([F:14])[F:13].[NH2:16][C:17]1[CH:26]=[CH:25][CH:24]=[C:23]2[C:18]=1[CH:19]=[C:20]([CH3:27])[N:21]=[CH:22]2.CCN(C(C)C)C(C)C. Product: [F:1][C:2]1[CH:7]=[C:6]([CH:5]=[CH:4][C:3]=1[C:12]([F:13])([F:14])[F:15])[CH2:8][NH:9][C:10]([NH:16][C:17]1[CH:26]=[CH:25][CH:24]=[C:23]2[C:18]=1[CH:19]=[C:20]([CH3:27])[N:21]=[CH:22]2)=[O:11]. The catalyst class is: 11. (4) Reactant: [CH3:1][O:2][C:3]1[CH:4]=[C:5]([N:12]2[CH2:17][CH2:16][O:15][CH2:14][CH2:13]2)[CH:6]=[CH:7][C:8]=1[N+:9]([O-])=O.[H][H]. Product: [CH3:1][O:2][C:3]1[CH:4]=[C:5]([N:12]2[CH2:17][CH2:16][O:15][CH2:14][CH2:13]2)[CH:6]=[CH:7][C:8]=1[NH2:9]. The catalyst class is: 78.